Dataset: Full USPTO retrosynthesis dataset with 1.9M reactions from patents (1976-2016). Task: Predict the reactants needed to synthesize the given product. (1) Given the product [F:37][C:36]([F:39])([F:38])[S:33]([O:19][C:14]1[CH:13]=[C:12]([C:20]2[CH2:21][CH2:22][N:23]([S:33]([C:36]([F:37])([F:38])[F:39])(=[O:34])=[O:35])[CH2:24][CH:25]=2)[C:11]2[C:16](=[CH:17][CH:18]=[C:9]([CH:8]([C:5]3[CH:6]=[CH:7][C:2]([Cl:1])=[CH:3][CH:4]=3)[C:26]3[CH:27]=[CH:28][C:29]([Cl:32])=[CH:30][CH:31]=3)[CH:10]=2)[N:15]=1)(=[O:35])=[O:34], predict the reactants needed to synthesize it. The reactants are: [Cl:1][C:2]1[CH:7]=[CH:6][C:5]([CH:8]([C:26]2[CH:31]=[CH:30][C:29]([Cl:32])=[CH:28][CH:27]=2)[C:9]2[CH:10]=[C:11]3[C:16](=[CH:17][CH:18]=2)[NH:15][C:14](=[O:19])[CH:13]=[C:12]3[C:20]2[CH2:21][CH2:22][NH:23][CH2:24][CH:25]=2)=[CH:4][CH:3]=1.[S:33](O[S:33]([C:36]([F:39])([F:38])[F:37])(=[O:35])=[O:34])([C:36]([F:39])([F:38])[F:37])(=[O:35])=[O:34].C([O-])(O)=O.[Na+]. (2) Given the product [F:34][C:2]([F:1])([F:35])[C:3]1[CH:4]=[C:5]([CH:31]=[CH:32][CH:33]=1)[CH2:6][NH:7][C:8](=[O:30])[C:9]1[CH:14]=[CH:13][N:12]=[C:11]([C:15]2[CH:20]=[C:19]([O:21][CH2:22][C:23]([F:25])([F:24])[F:26])[CH:18]=[CH:17][C:16]=2[NH2:27])[CH:10]=1, predict the reactants needed to synthesize it. The reactants are: [F:1][C:2]([F:35])([F:34])[C:3]1[CH:4]=[C:5]([CH:31]=[CH:32][CH:33]=1)[CH2:6][NH:7][C:8](=[O:30])[C:9]1[CH:14]=[CH:13][N:12]=[C:11]([C:15]2[CH:20]=[C:19]([O:21][CH2:22][C:23]([F:26])([F:25])[F:24])[CH:18]=[CH:17][C:16]=2[N+:27]([O-])=O)[CH:10]=1. (3) Given the product [CH2:16]([O:15][C:13](=[O:14])[C:12]([CH3:19])([CH3:18])[CH2:11][CH2:10][CH2:9][CH2:8][C:7](=[O:20])[CH2:6][CH2:5][CH2:4][C:3]([CH3:21])([CH3:22])[C:2]([OH:24])=[O:1])[CH3:17], predict the reactants needed to synthesize it. The reactants are: [OH:1][CH2:2][C:3]([CH3:22])([CH3:21])[CH2:4][CH2:5][CH2:6][C:7](=[O:20])[CH2:8][CH2:9][CH2:10][CH2:11][C:12]([CH3:19])([CH3:18])[C:13]([O:15][CH2:16][CH3:17])=[O:14].[Cr](O[Cr]([O-])(=O)=O)([O-])(=O)=[O:24].[NH+]1C=CC=CC=1.[NH+]1C=CC=CC=1. (4) Given the product [F:21][C:22]1[CH:27]=[CH:26][C:25]([NH:28][C:29]([N:18]2[CH2:17][CH2:16][C:15]3[N:14]=[CH:13][CH:12]=[CH:11][C:10]=3[CH:9]2[C:6]2[CH:5]=[CH:4][C:3]([C:2]([F:1])([F:19])[F:20])=[CH:8][CH:7]=2)=[O:30])=[CH:24][CH:23]=1, predict the reactants needed to synthesize it. The reactants are: [F:1][C:2]([F:20])([F:19])[C:3]1[CH:8]=[CH:7][C:6]([CH:9]2[NH:18][CH2:17][CH2:16][C:15]3[N:14]=[CH:13][CH:12]=[CH:11][C:10]2=3)=[CH:5][CH:4]=1.[F:21][C:22]1[CH:27]=[CH:26][C:25]([N:28]=[C:29]=[O:30])=[CH:24][CH:23]=1.